Dataset: Drug-target binding data from BindingDB using IC50 measurements. Task: Regression. Given a target protein amino acid sequence and a drug SMILES string, predict the binding affinity score between them. We predict pIC50 (pIC50 = -log10(IC50 in M); higher means more potent). Dataset: bindingdb_ic50. (1) The small molecule is CC(C)=CCC[C@H](C)c1c(O)c(O)c(C)c2nc3ccccc3nc12. The target protein (P21757) has sequence MEQWDHFHNQQEDTDSCSESVKFDARSMTALLPPNPKNSPSLQEKLKSFKAALIALYLLVFAVLIPLIGIVAAQLLKWETKNCSVSSTNANDITQSLTGKGNDSEEEMRFQEVFMEHMSNMEKRIQHILDMEANLMDTEHFQNFSMTTDQRFNDILLQLSTLFSSVQGHGNAIDEISKSLISLNTTLLDLQLNIENLNGKIQENTFKQQEEISKLEERVYNVSAEIMAMKEEQVHLEQEIKGEVKVLNNITNDLRLKDWEHSQTLRNITLIQGPPGPPGEKGDRGPTGESGPRGFPGPIGPPGLKGDRGAIGFPGSRGLPGYAGRPGNSGPKGQKGEKGSGNTLTPFTKVRLVGGSGPHEGRVEILHSGQWGTICDDRWEVRVGQVVCRSLGYPGVQAVHKAAHFGQGTGPIWLNEVFCFGRESSIEECKIRQWGTRACSHSEDAGVTCTL. The pIC50 is 4.2. (2) The drug is CO[C@H]1CC[C@]2(CC1)NC(=O)C(c1cc(-c3ccc(Cl)c(F)c3)ccc1C)=C2O. The pIC50 is 5.9. The target protein sequence is TDSKPITKSKSEANLIPSQEPFPASDNSGETPQRNGEGHTLPKTPSQAEPASHKGPKDAGRRRNSLPPSHQKPPRNPLSSSDAAPSPELQANGTGTQGLEATDTNGLSSSARPQGQQAGSPSKEDKKQANIKRQLMTNFILGSFDDYSSDEDSVAGSSRESTRKGSRASLGALSLEAYLTTGEAETRVPTMRPSMSGLHLVKRGREHKKLDLHRDFTVASPAEFVTRFGGDRVIEKVLIANNGIAAVKCMRSIRRWAYEMFRNERAIRFVVMVTPEDLKANAEYIKMADHYVPVPGGPNNNNYANVELIVDIAKRIPVQAVWAGWGHASENPKLPELLCKNGVAFLGPPSEAMWALGDKIASTVVAQTLQVPTLPWSGSGLTVEWTEDDLQQGKRISVPEDVYDKGCVKDVDEGLEAAERIGFPLMIKASEGGGGKGIRKAESAEDFPILFRQVQSEIPGSPIFLMKLAQHARHLEVQILADQYGNAVSLFGRDCSIQRR....